Dataset: Merck oncology drug combination screen with 23,052 pairs across 39 cell lines. Task: Regression. Given two drug SMILES strings and cell line genomic features, predict the synergy score measuring deviation from expected non-interaction effect. (1) Drug 1: C=CCn1c(=O)c2cnc(Nc3ccc(N4CCN(C)CC4)cc3)nc2n1-c1cccc(C(C)(C)O)n1. Drug 2: CCc1cnn2c(NCc3ccc[n+]([O-])c3)cc(N3CCCCC3CCO)nc12. Cell line: ZR751. Synergy scores: synergy=-15.0. (2) Drug 1: N.N.O=C(O)C1(C(=O)O)CCC1.[Pt]. Cell line: ZR751. Synergy scores: synergy=-41.8. Drug 2: Cn1nnc2c(C(N)=O)ncn2c1=O.